This data is from Forward reaction prediction with 1.9M reactions from USPTO patents (1976-2016). The task is: Predict the product of the given reaction. (1) Given the reactants Cl.Cl[CH2:3][C:4]1[N:8]2[CH:9]=[CH:10][CH:11]=[CH:12][C:7]2=[N:6][C:5]=1[C:13]1[CH:18]=[CH:17][C:16]([Cl:19])=[CH:15][CH:14]=1.[NH:20]1[CH:25]=[CH:24][C:23](=[O:26])[NH:22][C:21]1=[O:27], predict the reaction product. The product is: [Cl:19][C:16]1[CH:17]=[CH:18][C:13]([C:5]2[N:6]=[C:7]3[CH:12]=[CH:11][CH:10]=[CH:9][N:8]3[C:4]=2[CH2:3][N:20]2[CH:25]=[CH:24][C:23](=[O:26])[NH:22][C:21]2=[O:27])=[CH:14][CH:15]=1. (2) Given the reactants [Br:1][C:2]1[CH:27]=[CH:26][C:5]([O:6][C:7]2[CH:12]=[CH:11][CH:10]=[CH:9][C:8]=2[NH:13][S:14]([C:17]2[CH:25]=[CH:24][C:20]([C:21]([OH:23])=O)=[CH:19][CH:18]=2)(=[O:16])=[O:15])=[CH:4][CH:3]=1.Cl.Cl.[NH:30]1[CH2:34][CH2:33][N:32]=[C:31]1[C:35]1[CH:40]=[CH:39][C:38]([CH2:41][CH2:42][NH2:43])=[CH:37][CH:36]=1, predict the reaction product. The product is: [Br:1][C:2]1[CH:27]=[CH:26][C:5]([O:6][C:7]2[CH:12]=[CH:11][CH:10]=[CH:9][C:8]=2[NH:13][S:14]([C:17]2[CH:18]=[CH:19][C:20]([C:21]([NH:43][CH2:42][CH2:41][C:38]3[CH:39]=[CH:40][C:35]([C:31]4[NH:32][CH2:33][CH2:34][N:30]=4)=[CH:36][CH:37]=3)=[O:23])=[CH:24][CH:25]=2)(=[O:15])=[O:16])=[CH:4][CH:3]=1. (3) Given the reactants [Cl:1][C:2]1[CH:7]=[CH:6][C:5]([C:8]#[C:9][C:10]2[C:15]([F:16])=[CH:14][C:13]([F:17])=[CH:12][C:11]=2[F:18])=[CH:4][C:3]=1[NH:19][NH:20][C:21]([O:23][CH3:24])=[O:22].[H][H], predict the reaction product. The product is: [Cl:1][C:2]1[CH:7]=[CH:6][C:5]([CH2:8][CH2:9][C:10]2[C:15]([F:16])=[CH:14][C:13]([F:17])=[CH:12][C:11]=2[F:18])=[CH:4][C:3]=1[NH:19][NH:20][C:21]([O:23][CH3:24])=[O:22]. (4) Given the reactants C1C=CC(N([S:8]([C:11]([F:14])([F:13])[F:12])(=[O:10])=[O:9])[S:8]([C:11]([F:14])([F:13])[F:12])(=[O:10])=[O:9])=CC=1.CN(C)C=O.[CH3:27][N:28]1[C:32]([C:33]2[CH:38]=[CH:37][C:36]([OH:39])=[CH:35][CH:34]=2)=[CH:31][CH:30]=[N:29]1.C(N(CC)CC)C, predict the reaction product. The product is: [F:12][C:11]([F:14])([F:13])[S:8]([O:39][C:36]1[CH:37]=[CH:38][C:33]([C:32]2[N:28]([CH3:27])[N:29]=[CH:30][CH:31]=2)=[CH:34][CH:35]=1)(=[O:10])=[O:9]. (5) Given the reactants [N:1]1[C:10]2[C:5](=[CH:6][C:7]([CH2:11][CH2:12][CH2:13][OH:14])=[CH:8][CH:9]=2)[CH:4]=[CH:3][CH:2]=1, predict the reaction product. The product is: [N:1]1[C:10]2[C:5](=[CH:6][C:7]([CH2:11][CH2:12][CH:13]=[O:14])=[CH:8][CH:9]=2)[CH:4]=[CH:3][CH:2]=1. (6) Given the reactants [C:1]([O:5][C@@H:6]([C@H:8]1[CH2:12][O:11][C:10](=[O:13])[NH:9]1)[CH3:7])([CH3:4])([CH3:3])[CH3:2].[H-].[Na+].[F:16][C:17]1[N:22]=[C:21](F)[C:20]([F:24])=[CH:19][N:18]=1.CCOC(C)=O.CCCCCCC, predict the reaction product. The product is: [C:1]([O:5][C@@H:6]([C@H:8]1[CH2:12][O:11][C:10](=[O:13])[N:9]1[C:19]1[C:20]([F:24])=[CH:21][N:22]=[C:17]([F:16])[N:18]=1)[CH3:7])([CH3:2])([CH3:3])[CH3:4]. (7) The product is: [CH:36]1([CH2:24][NH:23][C:20]2[S:21][CH:22]=[C:18]([CH2:17][O:16][N:15]=[C:8]([C:5]3[CH:6]=[CH:7][C:2]([F:1])=[C:3]([CH3:31])[CH:4]=3)[C:9]3[N:13]([CH3:14])[N:12]=[N:11][N:10]=3)[N:19]=2)[CH2:38][CH2:37]1. Given the reactants [F:1][C:2]1[CH:7]=[CH:6][C:5]([C:8](=[N:15][O:16][CH2:17][C:18]2[N:19]=[C:20]([NH:23][C:24](=O)OC(C)(C)C)[S:21][CH:22]=2)[C:9]2[N:13]([CH3:14])[N:12]=[N:11][N:10]=2)=[CH:4][C:3]=1[CH3:31].[H-].[Na+].BrC[CH:36]1[CH2:38][CH2:37]1.FC(F)(F)C(O)=O.C(=O)(O)[O-], predict the reaction product.